Dataset: Full USPTO retrosynthesis dataset with 1.9M reactions from patents (1976-2016). Task: Predict the reactants needed to synthesize the given product. Given the product [CH2:1]([O:3][C:4](=[O:28])[C:5]1[CH:10]=[C:9]([Cl:11])[C:8]([CH2:12][Br:29])=[CH:7][C:6]=1[N:13]([C:14]([O:16][C:17]([CH3:20])([CH3:19])[CH3:18])=[O:15])[C:21]([O:23][C:24]([CH3:27])([CH3:26])[CH3:25])=[O:22])[CH3:2], predict the reactants needed to synthesize it. The reactants are: [CH2:1]([O:3][C:4](=[O:28])[C:5]1[CH:10]=[C:9]([Cl:11])[C:8]([CH3:12])=[CH:7][C:6]=1[N:13]([C:21]([O:23][C:24]([CH3:27])([CH3:26])[CH3:25])=[O:22])[C:14]([O:16][C:17]([CH3:20])([CH3:19])[CH3:18])=[O:15])[CH3:2].[Br:29]CC1C=C(C=CC=1S(CC)(=O)=O)C#N.